This data is from Experimentally validated miRNA-target interactions with 360,000+ pairs, plus equal number of negative samples. The task is: Binary Classification. Given a miRNA mature sequence and a target amino acid sequence, predict their likelihood of interaction. The miRNA is hsa-miR-3529-3p with sequence AACAACAAAAUCACUAGUCUUCCA. The protein sequence of the target gene is MRALRAGLTLASGAGLGAVVEGWRRRREDARAAPGLLGRLPVLPVAAAAELPPVPGGPRGPGELAKYGLPGLAQLKSRESYVLCYDPRTRGALWVVEQLRPERLRGDGDRRECDFREDDSVHAYHRATNADYRGSGFDRGHLAAAANHRWSQKAMDDTFYLSNVAPQVPHLNQNAWNNLEKYSRSLTRSYQNVYVCTGPLFLPRTEADGKSYVKYQVIGKNHVAVPTHFFKVLILEAAGGQIELRTYVMPNAPVDEAIPLERFLVPIESIERASGLLFVPNILARAGSLKAITAGSK. Result: 0 (no interaction).